From a dataset of Catalyst prediction with 721,799 reactions and 888 catalyst types from USPTO. Predict which catalyst facilitates the given reaction. (1) Reactant: [CH2:1]([OH:4])[CH:2]=[CH2:3].Br[CH2:6][N:7]1[C:15](=[O:16])[C:14]2[C:9](=[CH:10][CH:11]=[CH:12][CH:13]=2)[C:8]1=[O:17].C(=O)(O)[O-].[Na+]. Product: [CH2:1]([O:4][CH2:6][N:7]1[C:15](=[O:16])[C:14]2[C:9](=[CH:10][CH:11]=[CH:12][CH:13]=2)[C:8]1=[O:17])[CH:2]=[CH2:3]. The catalyst class is: 10. (2) Reactant: [OH:1][C:2]1[CH:3]=[C:4]([CH:11]=[CH:12][C:13]=1[F:14])[C:5]([NH:7][CH:8]1[CH2:10][CH2:9]1)=[O:6].Cl.Cl[CH2:17][C:18]1[S:22][C:21]([NH:23][C:24]2[CH:29]=[CH:28][CH:27]=[CH:26][N:25]=2)=[N:20][CH:19]=1.OS([O-])(=O)=O.[K+]. Product: [CH:8]1([NH:7][C:5](=[O:6])[C:4]2[CH:11]=[CH:12][C:13]([F:14])=[C:2]([O:1][CH2:17][C:18]3[S:22][C:21]([NH:23][C:24]4[CH:29]=[CH:28][CH:27]=[CH:26][N:25]=4)=[N:20][CH:19]=3)[CH:3]=2)[CH2:9][CH2:10]1. The catalyst class is: 3. (3) Reactant: [C:1]1([C:11]([C:13]2[CH:18]=[CH:17][CH:16]=[CH:15][CH:14]=2)=[O:12])[C:10]2[C:5](=[CH:6][CH:7]=[CH:8][CH:9]=2)[CH:4]=[CH:3][CH:2]=1.[BH4-].[Na+]. Product: [C:1]1([CH:11]([C:13]2[CH:18]=[CH:17][CH:16]=[CH:15][CH:14]=2)[OH:12])[C:10]2[C:5](=[CH:6][CH:7]=[CH:8][CH:9]=2)[CH:4]=[CH:3][CH:2]=1. The catalyst class is: 8.